Dataset: Catalyst prediction with 721,799 reactions and 888 catalyst types from USPTO. Task: Predict which catalyst facilitates the given reaction. Reactant: [NH:1]1[C:5]2[CH:6]=[CH:7][CH:8]=[CH:9][C:4]=2[N:3]=[C:2]1[CH2:10][CH2:11][C:12]([OH:14])=O.CN(C(ON1N=NC2C=CC=NC1=2)=[N+](C)C)C.F[P-](F)(F)(F)(F)F.[NH2:39][CH2:40][C@@H:41]([OH:53])[CH2:42][N:43]1[CH2:52][CH2:51][C:50]2[C:45](=[CH:46][CH:47]=[CH:48][CH:49]=2)[CH2:44]1. Product: [NH:3]1[C:4]2[CH:9]=[CH:8][CH:7]=[CH:6][C:5]=2[N:1]=[C:2]1[CH2:10][CH2:11][C:12]([NH:39][CH2:40][C@@H:41]([OH:53])[CH2:42][N:43]1[CH2:52][CH2:51][C:50]2[C:45](=[CH:46][CH:47]=[CH:48][CH:49]=2)[CH2:44]1)=[O:14]. The catalyst class is: 2.